Dataset: Full USPTO retrosynthesis dataset with 1.9M reactions from patents (1976-2016). Task: Predict the reactants needed to synthesize the given product. (1) Given the product [ClH:2].[Cl:2][C:3]1[CH:4]=[C:5]([NH:10][C:11]([NH:20][CH2:21][C:22]2[CH:23]=[C:24]3[C:28](=[CH:29][CH:30]=2)[C:27](=[O:31])[N:26]([CH:32]2[CH2:37][CH2:36][C:35](=[O:38])[NH:34][C:33]2=[O:39])[CH2:25]3)=[NH:14])[CH:6]=[CH:7][C:8]=1[CH3:9], predict the reactants needed to synthesize it. The reactants are: I.[Cl:2][C:3]1[CH:4]=[C:5]([NH:10][C:11](=[NH:14])SC)[CH:6]=[CH:7][C:8]=1[CH3:9].CS(O)(=O)=O.[NH2:20][CH2:21][C:22]1[CH:23]=[C:24]2[C:28](=[CH:29][CH:30]=1)[C:27](=[O:31])[N:26]([CH:32]1[CH2:37][CH2:36][C:35](=[O:38])[NH:34][C:33]1=[O:39])[CH2:25]2.CCN(C(C)C)C(C)C. (2) Given the product [CH2:1]([O:8][CH2:9][C@H:10]([CH:26]([CH3:28])[CH3:27])[CH2:11][C@H:12]([NH:18][C:19](=[O:20])[O:21][C:22]([CH3:23])([CH3:24])[CH3:25])[CH2:13][OH:14])[C:2]1[CH:3]=[CH:4][CH:5]=[CH:6][CH:7]=1, predict the reactants needed to synthesize it. The reactants are: [CH2:1]([O:8][CH2:9][C@H:10]([CH:26]([CH3:28])[CH3:27])[CH2:11][C@H:12]([NH:18][C:19]([O:21][C:22]([CH3:25])([CH3:24])[CH3:23])=[O:20])[C:13](OCC)=[O:14])[C:2]1[CH:7]=[CH:6][CH:5]=[CH:4][CH:3]=1.[BH4-].[Na+]. (3) Given the product [OH:1][CH2:2][CH:3]1[O:7][C:6](=[O:8])[N:5]([CH2:9][CH2:11][C:17]2[CH:18]=[CH:19][C:14]([O:13][CH3:12])=[CH:15][CH:16]=2)[CH2:4]1, predict the reactants needed to synthesize it. The reactants are: [OH:1][CH2:2][CH:3]1[O:7][C:6](=[O:8])[N:5]([CH:9]([CH3:11])C)[CH2:4]1.[CH3:12][O:13][C:14]1[CH:19]=[CH:18][C:17](CCN)=[CH:16][CH:15]=1.C(N)(C)C.